Predict which catalyst facilitates the given reaction. From a dataset of Catalyst prediction with 721,799 reactions and 888 catalyst types from USPTO. (1) Reactant: C([N:8]1[CH:13]2[CH2:14][CH2:15][CH:9]1[CH2:10][C:11]([C:17]1[CH:22]=[CH:21][CH:20]=[CH:19][C:18]=1[Cl:23])([OH:16])[CH2:12]2)C1C=CC=CC=1.ClC(OC(Cl)=O)C. Product: [Cl:23][C:18]1[CH:19]=[CH:20][CH:21]=[CH:22][C:17]=1[C:11]1([OH:16])[CH2:10][CH:9]2[NH:8][CH:13]([CH2:14][CH2:15]2)[CH2:12]1. The catalyst class is: 5. (2) Reactant: [C:1]1([C:19]2[CH:24]=[CH:23][CH:22]=[CH:21][CH:20]=2)[CH:6]=[CH:5][C:4]([O:7][C:8]2[CH:13]=[N:12][CH:11]=[C:10]3[S:14][C:15]([C:17]#[N:18])=[CH:16][C:9]=23)=[CH:3][CH:2]=1.C(O)C.Cl.[C:29]1(N)[CH:34]=[CH:33][CH:32]=[CH:31][C:30]=1[NH2:35]. Product: [NH:18]1[C:29]2[CH:34]=[CH:33][CH:32]=[CH:31][C:30]=2[N:35]=[C:17]1[C:15]1[S:14][C:10]2=[CH:11][N:12]=[CH:13][C:8]([O:7][C:4]3[CH:5]=[CH:6][C:1]([C:19]4[CH:20]=[CH:21][CH:22]=[CH:23][CH:24]=4)=[CH:2][CH:3]=3)=[C:9]2[CH:16]=1. The catalyst class is: 12.